Dataset: Catalyst prediction with 721,799 reactions and 888 catalyst types from USPTO. Task: Predict which catalyst facilitates the given reaction. Reactant: Br[CH2:2][C:3]([O:5][CH2:6][CH3:7])=[O:4].[F:8][C:9]1[CH:10]=[C:11]([OH:23])[CH:12]=[C:13]([C:15]2([O:21][CH3:22])[CH2:20][CH2:19][O:18][CH2:17][CH2:16]2)[CH:14]=1.C([O-])([O-])=O.[K+].[K+]. The catalyst class is: 9. Product: [F:8][C:9]1[CH:10]=[C:11]([CH:12]=[C:13]([C:15]2([O:21][CH3:22])[CH2:16][CH2:17][O:18][CH2:19][CH2:20]2)[CH:14]=1)[O:23][CH2:2][C:3]([O:5][CH2:6][CH3:7])=[O:4].